From a dataset of Tyrosyl-DNA phosphodiesterase HTS with 341,365 compounds. Binary Classification. Given a drug SMILES string, predict its activity (active/inactive) in a high-throughput screening assay against a specified biological target. (1) The molecule is s1c(nc(c1C)c1ccc(cc1)C)c1cc2c([nH]c1=O)CC(CC2=O)(C)C. The result is 0 (inactive). (2) The drug is Clc1cc(/C=C(\C(=O)N2CCOCC2)c2[nH]c3c(n2)cccc3)cc(OCC)c1OC. The result is 0 (inactive). (3) The drug is S=c1n(\N=C\C=C/c2occc2)c(n[nH]1)COc1ccccc1. The result is 0 (inactive). (4) The molecule is Clc1cc(c(OC)cc1N)C(OCC(=O)NCc1sccc1)=O. The result is 0 (inactive). (5) The molecule is S(=O)(=O)(N1CC(CCC1)C(=O)Nc1c(OC)ccc(c1)C)c1cc2c([nH]c(=O)cc2)cc1. The result is 0 (inactive). (6) The molecule is S=C(NCC(C)C)NNC(=O)CCn1ncc(c1)C. The result is 0 (inactive).